Dataset: hERG Central: cardiac toxicity at 1µM, 10µM, and general inhibition. Task: Predict hERG channel inhibition at various concentrations. (1) The compound is CCCCN(C)C(=O)C1CCN(c2ccc(S(=O)(=O)N3CCOCC3)cc2[N+](=O)[O-])CC1. Results: hERG_inhib (hERG inhibition (general)): blocker. (2) The compound is COc1ccc(CN2CCC(Oc3ccc(C(=O)N4CCCC4)cc3)CC2)c(F)c1. Results: hERG_inhib (hERG inhibition (general)): blocker. (3) The molecule is OCCC1CN(Cc2cc3c(cc2Cl)OCO3)CCN1C1CCCC1. Results: hERG_inhib (hERG inhibition (general)): blocker. (4) The drug is O=C(CSc1nc(Nc2ccccc2)nc(N2CCOCC2)n1)N1CCCC1. Results: hERG_inhib (hERG inhibition (general)): blocker. (5) The drug is CCN(CC)CCCC(C)NC(=O)c1cccc(S(=O)(=O)N2CCc3ccccc32)c1.Cl. Results: hERG_inhib (hERG inhibition (general)): blocker. (6) The drug is O=C(CN1CCN(Cc2ccc3c(c2)OCO3)CC1)c1c[nH]c2ccccc12. Results: hERG_inhib (hERG inhibition (general)): blocker. (7) The molecule is COCCCn1c(SCC(=O)OC2CCCCC2)nnc1-c1ccco1. Results: hERG_inhib (hERG inhibition (general)): blocker. (8) The compound is COc1ccc(N2CCc3c(C)nc4c(OC)cc(OC)cc4c32)cc1. Results: hERG_inhib (hERG inhibition (general)): blocker.